Dataset: Full USPTO retrosynthesis dataset with 1.9M reactions from patents (1976-2016). Task: Predict the reactants needed to synthesize the given product. (1) Given the product [Cl:30][C:27]1[CH:28]=[CH:29][C:24]([S:21]([C:20]2[C:16]([CH2:15][C:7]3[C:8]4[C:13](=[CH:12][CH:11]=[C:10]([F:14])[CH:9]=4)[N:5]([CH2:4][C:3]([OH:32])=[O:2])[C:6]=3[CH3:31])=[CH:17][S:18][CH:19]=2)(=[O:23])=[O:22])=[CH:25][CH:26]=1, predict the reactants needed to synthesize it. The reactants are: C[O:2][C:3](=[O:32])[CH2:4][N:5]1[C:13]2[C:8](=[CH:9][C:10]([F:14])=[CH:11][CH:12]=2)[C:7]([CH2:15][C:16]2[C:20]([S:21]([C:24]3[CH:29]=[CH:28][C:27]([Cl:30])=[CH:26][CH:25]=3)(=[O:23])=[O:22])=[CH:19][S:18][CH:17]=2)=[C:6]1[CH3:31].[OH-].[Li+]. (2) Given the product [C:30]([C:2]1[CH:3]=[CH:4][C:5]2[N:22]3[C:17]([CH:18]=[C:19]([C:35]#[N:34])[CH:20]=[CH:21]3)=[C:16]3[C:7](=[C:8]4[B:13]([C:14]5[CH:27]=[CH:26][CH:25]=[CH:24][C:15]=53)[CH:12]=[CH:11][CH:10]=[CH:9]4)[C:6]=2[CH:28]=1)#[N:31], predict the reactants needed to synthesize it. The reactants are: Br[C:2]1[CH:3]=[CH:4][C:5]2[N:22]3[C:17]([CH:18]=[C:19](Br)[CH:20]=[CH:21]3)=[C:16]3[C:7](=[C:8]4[B:13]([C:14]5[CH:27]=[CH:26][CH:25]=[CH:24][C:15]=53)[CH:12]=[CH:11][CH:10]=[CH:9]4)[C:6]=2[CH:28]=1.[Cu](C#N)[C:30]#[N:31].[N:34]1C2C(=CC=CC=2)C=C[CH:35]=1.